Dataset: Reaction yield outcomes from USPTO patents with 853,638 reactions. Task: Predict the reaction yield, written as a fraction of the theoretical maximum amount of product (1.0 means a 100% yield; for example, 0.34 means a 34% yield). (1) The yield is 0.560. No catalyst specified. The product is [CH3:15][O:16][C:17]1[CH:18]=[CH:19][C:20]([CH:23]2[O:28][CH2:27][CH2:26][N:25]([C:2]3[CH:3]=[C:4]([CH3:14])[C:5]4[O:9][C:8]([CH3:11])([CH3:10])[CH2:7][C:6]=4[C:12]=3[CH3:13])[CH2:24]2)=[CH:21][CH:22]=1. The reactants are Br[C:2]1[CH:3]=[C:4]([CH3:14])[C:5]2[O:9][C:8]([CH3:11])([CH3:10])[CH2:7][C:6]=2[C:12]=1[CH3:13].[CH3:15][O:16][C:17]1[CH:22]=[CH:21][C:20]([CH:23]2[O:28][CH2:27][CH2:26][NH:25][CH2:24]2)=[CH:19][CH:18]=1. (2) No catalyst specified. The product is [O:30]1[CH:34]=[CH:33][C:32]([C:2]2[C:10]3[O:9][CH2:8][CH:7]([C:11]4[CH:12]=[CH:13][C:14]([CH:17]([CH3:18])[CH3:19])=[CH:15][CH:16]=4)[C:6]=3[C:5]([CH3:20])=[C:4]([NH:21][C:22](=[O:28])[CH2:23][C:24]([CH3:26])([CH3:25])[CH3:27])[C:3]=2[CH3:29])=[CH:31]1. The reactants are Br[C:2]1[C:10]2[O:9][CH2:8][CH:7]([C:11]3[CH:16]=[CH:15][C:14]([CH:17]([CH3:19])[CH3:18])=[CH:13][CH:12]=3)[C:6]=2[C:5]([CH3:20])=[C:4]([NH:21][C:22](=[O:28])[CH2:23][C:24]([CH3:27])([CH3:26])[CH3:25])[C:3]=1[CH3:29].[O:30]1[CH:34]=[CH:33][C:32](B(O)O)=[CH:31]1. The yield is 0.510. (3) The reactants are [CH3:1][C:2]1[CH2:3][C@@H:4]2[C@H:7]([CH:8]=1)[C@@:6]([CH2:13][C:14]([O:16][C:17]([CH3:20])([CH3:19])[CH3:18])=[O:15])([CH2:9][N+:10]([O-])=O)[CH2:5]2.[Cl-].[NH4+]. The catalyst is C(O)C.O.[Fe]. The product is [NH2:10][CH2:9][C@@:6]1([CH2:13][C:14]([O:16][C:17]([CH3:20])([CH3:19])[CH3:18])=[O:15])[CH2:5][C@H:4]2[C@@H:7]1[CH:8]=[C:2]([CH3:1])[CH2:3]2. The yield is 0.280. (4) The reactants are C([O-])([O-])=O.[K+].[K+].[CH:7]12[CH2:13][CH:10]([CH2:11][CH2:12]1)[CH2:9][CH:8]2[CH2:14][NH:15][C:16](=[O:24])[C:17]1[CH:22]=[CH:21][CH:20]=[N:19][C:18]=1[SH:23].Br[CH2:26][CH2:27][CH2:28][C:29]1[CH:34]=[CH:33][C:32]([F:35])=[CH:31][CH:30]=1.CCCCCC.CC(=O)OCC. The catalyst is CN(C=O)C. The product is [CH:10]12[CH2:13][CH:7]([CH:8]([CH2:14][NH:15][C:16]([C:17]3[C:18]([S:23][CH2:26][CH2:27][CH2:28][C:29]4[CH:34]=[CH:33][C:32]([F:35])=[CH:31][CH:30]=4)=[N:19][CH:20]=[CH:21][CH:22]=3)=[O:24])[CH2:9]1)[CH2:12][CH2:11]2. The yield is 0.710. (5) The reactants are C(OC([C:11]1[N:12]([CH:45]([CH3:47])[CH3:46])[C:13]([CH:30]=[CH:31][C@H:32]2[CH2:37][C@H:36]([CH2:38][C:39]([O:41][CH3:42])=[O:40])[O:35][C:34]([CH3:44])([CH3:43])[O:33]2)=[C:14]([C:23]2[CH:28]=[CH:27][C:26]([F:29])=[CH:25][CH:24]=2)[C:15]=1[C:16]1[CH:21]=[CH:20][C:19]([F:22])=[CH:18][CH:17]=1)=O)C1C=CC=CC=1. The catalyst is C1COCC1.C(O)C.[Pd]. The product is [CH3:42][O:41][C:39](=[O:40])[CH2:38][C@H:36]1[CH2:37][C@@H:32]([CH2:31][CH2:30][C:13]2[N:12]([CH:45]([CH3:46])[CH3:47])[CH:11]=[C:15]([C:16]3[CH:17]=[CH:18][C:19]([F:22])=[CH:20][CH:21]=3)[C:14]=2[C:23]2[CH:28]=[CH:27][C:26]([F:29])=[CH:25][CH:24]=2)[O:33][C:34]([CH3:43])([CH3:44])[O:35]1. The yield is 0.970. (6) The reactants are [Br:1][C:2]1[CH:3]=[C:4]([F:8])[CH:5]=[CH:6][CH:7]=1.[Cl-].[Al+3].[Cl-].[Cl-].[C:13](Cl)(=[O:16])[CH2:14][CH3:15]. No catalyst specified. The product is [Br:1][C:2]1[CH:7]=[CH:6][C:5]([C:13](=[O:16])[CH2:14][CH3:15])=[C:4]([F:8])[CH:3]=1. The yield is 0.130. (7) The reactants are [CH3:1][C:2]1[CH:6]=[CH:5][N:4]([C:7]2[CH:8]=[N:9][CH:10]=[CH:11][CH:12]=2)[N:3]=1.[I:13](O)(=O)=O.II.[S].S([O-])([O-])(=O)=S.[Na+].[Na+]. The catalyst is C(O)(=O)C. The product is [I:13][C:6]1[C:2]([CH3:1])=[N:3][N:4]([C:7]2[CH:8]=[N:9][CH:10]=[CH:11][CH:12]=2)[CH:5]=1. The yield is 0.850. (8) The reactants are [CH3:1][N:2]([CH2:4][C:5]1[CH:6]=[C:7]([CH:11]=[C:12]([C:14]([F:17])([F:16])[F:15])[CH:13]=1)[C:8]([OH:10])=O)[CH3:3].Cl.C(N=C=NCCCN(C)C)C.O.N1C2C(=NC=CC=2)N(O)N=1.[NH2:41][C:42]1[CH:43]=[CH:44][C:45]([CH3:62])=[C:46]([C:48]2[CH:49]=[C:50]([N:56]3[CH2:61][CH2:60][O:59][CH2:58][CH2:57]3)[C:51](=[O:55])[N:52]([CH3:54])[CH:53]=2)[CH:47]=1. The catalyst is CN(C=O)C.C(=O)([O-])[O-].[Na+].[Na+]. The product is [CH3:3][N:2]([CH2:4][C:5]1[CH:6]=[C:7]([CH:11]=[C:12]([C:14]([F:17])([F:16])[F:15])[CH:13]=1)[C:8]([NH:41][C:42]1[CH:43]=[CH:44][C:45]([CH3:62])=[C:46]([C:48]2[CH:49]=[C:50]([N:56]3[CH2:61][CH2:60][O:59][CH2:58][CH2:57]3)[C:51](=[O:55])[N:52]([CH3:54])[CH:53]=2)[CH:47]=1)=[O:10])[CH3:1]. The yield is 0.460.